Task: Predict the reaction yield, written as a fraction of the theoretical maximum amount of product (1.0 means a 100% yield; for example, 0.34 means a 34% yield).. Dataset: Reaction yield outcomes from USPTO patents with 853,638 reactions The product is [CH3:13][O:12][C:7]1[CH:8]=[C:9]2[C:4](=[CH:5][C:6]=1[O:14][CH3:15])[N:3]=[C:2]([C:24]1[CH:25]=[CH:26][C:27]([CH2:30][C:31]([NH:33][C:34]3[CH:38]=[C:37]([C:39]4([C:42]([F:45])([F:43])[F:44])[CH2:40][CH2:41]4)[O:36][N:35]=3)=[O:32])=[CH:28][CH:29]=1)[CH:11]=[N:10]2. The reactants are Cl[C:2]1[CH:11]=[N:10][C:9]2[C:4](=[CH:5][C:6]([O:14][CH3:15])=[C:7]([O:12][CH3:13])[CH:8]=2)[N:3]=1.CC1(C)C(C)(C)OB([C:24]2[CH:29]=[CH:28][C:27]([CH2:30][C:31]([NH:33][C:34]3[CH:38]=[C:37]([C:39]4([C:42]([F:45])([F:44])[F:43])[CH2:41][CH2:40]4)[O:36][N:35]=3)=[O:32])=[CH:26][CH:25]=2)O1.C(=O)([O-])[O-].[K+].[K+].O1CCOCC1. The yield is 0.300. The catalyst is C1C=CC([P]([Pd]([P](C2C=CC=CC=2)(C2C=CC=CC=2)C2C=CC=CC=2)([P](C2C=CC=CC=2)(C2C=CC=CC=2)C2C=CC=CC=2)[P](C2C=CC=CC=2)(C2C=CC=CC=2)C2C=CC=CC=2)(C2C=CC=CC=2)C2C=CC=CC=2)=CC=1.O.